Regression/Classification. Given a drug SMILES string, predict its absorption, distribution, metabolism, or excretion properties. Task type varies by dataset: regression for continuous measurements (e.g., permeability, clearance, half-life) or binary classification for categorical outcomes (e.g., BBB penetration, CYP inhibition). Dataset: cyp2c9_veith. From a dataset of CYP2C9 inhibition data for predicting drug metabolism from PubChem BioAssay. (1) The result is 0 (non-inhibitor). The compound is O=C1OC2CC3CC1CC(O)(C3)C2. (2) The drug is COc1ccc(-n2c(=O)c(C)nc3cnc(N4CCOCC4)nc32)cc1. The result is 0 (non-inhibitor). (3) The compound is O=C(NNC(=O)c1cccnc1)Nc1cccc2ccccc12. The result is 0 (non-inhibitor). (4) The molecule is NS(=O)(=O)c1ccc(N=Nc2cc3ccccc3c(C(=O)O)c2O)cc1. The result is 0 (non-inhibitor). (5) The drug is COc1ccc2[nH]cc(CCNc3ncncc3-c3ccccc3C)c2c1. The result is 1 (inhibitor).